From a dataset of Forward reaction prediction with 1.9M reactions from USPTO patents (1976-2016). Predict the product of the given reaction. (1) Given the reactants [CH3:1][O:2][C:3]([C:5]1[S:6][CH:7]=[C:8]([CH3:11])[C:9]=1[Cl:10])=[O:4].[Br:12]N1C(=O)CCC1=O.N(C(C)(C)C#N)=NC(C)(C)C#N, predict the reaction product. The product is: [CH3:1][O:2][C:3]([C:5]1[S:6][CH:7]=[C:8]([CH2:11][Br:12])[C:9]=1[Cl:10])=[O:4]. (2) Given the reactants [Br:1][C:2]1[CH:3]=[C:4]([CH:8]=[CH:9][C:10]=1[C:11]([N:13]1[CH2:17][CH2:16][CH2:15][CH2:14]1)=[O:12])[C:5]([OH:7])=O.CN(C(ON1N=NC2C=CC=CC1=2)=[N+](C)C)C.[B-](F)(F)(F)F.C(N(C(C)C)CC)(C)C.[Cl:49][C:50]1[CH:62]=[CH:61][C:53]2[NH:54][C:55]([C@@H:57]([NH2:60])[CH2:58][OH:59])=[N:56][C:52]=2[CH:51]=1.BrBr.ClCl, predict the reaction product. The product is: [Br:1][C:2]1[CH:3]=[C:4]([CH:8]=[CH:9][C:10]=1[C:11]([N:13]1[CH2:17][CH2:16][CH2:15][CH2:14]1)=[O:12])[C:5]([NH:60][C@H:57]([C:55]1[NH:54][C:53]2[CH:61]=[CH:62][C:50]([Cl:49])=[CH:51][C:52]=2[N:56]=1)[CH2:58][OH:59])=[O:7]. (3) Given the reactants [C:1]([Mg]Br)#[CH:2].[Cl:5][C:6]1[CH:11]=[C:10]([F:12])[CH:9]=[CH:8][C:7]=1[C:13]([CH3:33])([CH3:32])[CH2:14][C:15](=[O:31])[C:16]([NH:18][C:19]1[CH:20]=[CH:21][C:22]2[C:27](=[O:28])[O:26][N:25]=[C:24]([CH3:29])[C:23]=2[CH:30]=1)=[O:17], predict the reaction product. The product is: [Cl:5][C:6]1[CH:11]=[C:10]([F:12])[CH:9]=[CH:8][C:7]=1[C:13]([CH3:33])([CH3:32])[CH2:14][C:15]([C:1]#[CH:2])([OH:31])[C:16]([NH:18][C:19]1[CH:20]=[CH:21][C:22]2[C:27](=[O:28])[O:26][N:25]=[C:24]([CH3:29])[C:23]=2[CH:30]=1)=[O:17]. (4) Given the reactants [CH:1]1([C:7]([OH:9])=[O:8])[CH2:6][CH2:5][CH2:4][CH2:3][CH2:2]1.[C:10]12([CH2:22]O)[CH2:19][CH:14]3[CH2:15][CH:16]([CH2:18][C:12]([CH2:20][OH:21])([CH2:13]3)[CH2:11]1)[CH2:17]2.[OH-].[Na+], predict the reaction product. The product is: [CH:1]1([C:7]([O:9][CH2:22][C:10]23[CH2:17][CH:16]4[CH2:15][CH:14]([CH2:13][C:12]([CH2:20][OH:21])([CH2:18]4)[CH2:11]2)[CH2:19]3)=[O:8])[CH2:6][CH2:5][CH2:4][CH2:3][CH2:2]1. (5) Given the reactants [F:1][C:2]1[C:10]([N+:11]([O-])=O)=[CH:9][C:5]2=[N:6][S:7][N:8]=[C:4]2[CH:3]=1.O.[Cl-].[NH4+], predict the reaction product. The product is: [F:1][C:2]1[C:10]([NH2:11])=[CH:9][C:5]2[C:4]([CH:3]=1)=[N:8][S:7][N:6]=2. (6) Given the reactants COC1C=CC(C[N:8]2[C:12]3=[N:13][CH:14]=[CH:15][C:16]([O:17][C:18]4[CH:23]=[CH:22][C:21]([NH2:24])=[CH:20][C:19]=4[F:25])=[C:11]3[C:10]([CH3:26])=[N:9]2)=CC=1.[CH3:29][N:30]1[CH:35]=[CH:34][CH:33]=[C:32]([C:36](O)=[O:37])[C:31]1=[O:39], predict the reaction product. The product is: [F:25][C:19]1[CH:20]=[C:21]([NH:24][C:36]([C:32]2[C:31](=[O:39])[N:30]([CH3:29])[CH:35]=[CH:34][CH:33]=2)=[O:37])[CH:22]=[CH:23][C:18]=1[O:17][C:16]1[CH:15]=[CH:14][N:13]=[C:12]2[NH:8][N:9]=[C:10]([CH3:26])[C:11]=12. (7) Given the reactants [C:1]([O:5][C:6]([N:8]1[CH2:13][CH2:12][N:11]([C:14]2[O:15][C:16]3[C:22]([C:23](O)=[O:24])=[CH:21][C:20]([Cl:26])=[CH:19][C:17]=3[N:18]=2)[C@@H:10]([CH3:27])[CH2:9]1)=[O:7])([CH3:4])([CH3:3])[CH3:2].B.[Cl-].[NH4+].O, predict the reaction product. The product is: [C:1]([O:5][C:6]([N:8]1[CH2:13][CH2:12][N:11]([C:14]2[O:15][C:16]3[C:22]([CH2:23][OH:24])=[CH:21][C:20]([Cl:26])=[CH:19][C:17]=3[N:18]=2)[C@@H:10]([CH3:27])[CH2:9]1)=[O:7])([CH3:4])([CH3:2])[CH3:3]. (8) Given the reactants [Br:1][C:2]1[CH:3]=[C:4]([O:9][CH:10]([CH3:12])[CH3:11])[C:5]([CH3:8])=[N:6][CH:7]=1.C([O:17]C(=O)N(C1C(C)=NC=C(Br)C=1)CC)(C)(C)C, predict the reaction product. The product is: [Br:1][C:2]1[CH:3]=[C:4]([O:9][CH:10]([CH3:12])[CH3:11])[C:5]([CH3:8])=[N+:6]([O-:17])[CH:7]=1. (9) Given the reactants C1(P(=[N:20][C:21]2[C:22](/[CH:27]=[CH:28]/[C:29]([O:31][C:32]([CH3:35])([CH3:34])[CH3:33])=[O:30])=[N:23][CH:24]=[CH:25][CH:26]=2)(C2C=CC=CC=2)C2C=CC=CC=2)C=CC=CC=1.[F:36][C:37]([F:48])([F:47])[C:38]1[CH:39]=[C:40]([N:44]=[C:45]=O)[CH:41]=[CH:42][CH:43]=1, predict the reaction product. The product is: [F:36][C:37]([F:47])([F:48])[C:38]1[CH:39]=[C:40]([N:44]=[C:45]=[N:20][C:21]2[C:22](/[CH:27]=[CH:28]/[C:29]([O:31][C:32]([CH3:33])([CH3:34])[CH3:35])=[O:30])=[N:23][CH:24]=[CH:25][CH:26]=2)[CH:41]=[CH:42][CH:43]=1. (10) The product is: [CH3:15][O:14][N:13]([CH3:12])[C:7]([CH:4]1[CH2:3][CH2:2][O:1][CH2:6][CH2:5]1)=[O:9]. Given the reactants [O:1]1[CH2:6][CH2:5][CH:4]([C:7]([O:9]C)=O)[CH2:3][CH2:2]1.Cl.[CH3:12][NH:13][O:14][CH3:15].C([Mg]Cl)(C)C.O, predict the reaction product.